Dataset: Peptide-MHC class I binding affinity with 185,985 pairs from IEDB/IMGT. Task: Regression. Given a peptide amino acid sequence and an MHC pseudo amino acid sequence, predict their binding affinity value. This is MHC class I binding data. (1) The peptide sequence is RKCCRAKFKQLLQH. The MHC is HLA-B40:01 with pseudo-sequence HLA-B40:01. The binding affinity (normalized) is 0. (2) The peptide sequence is KRLRLLHLL. The MHC is Mamu-B08 with pseudo-sequence Mamu-B08. The binding affinity (normalized) is 0.954. (3) The peptide sequence is LAISALLLW. The MHC is Mamu-B17 with pseudo-sequence Mamu-B17. The binding affinity (normalized) is 0.478.